This data is from Peptide-MHC class II binding affinity with 134,281 pairs from IEDB. The task is: Regression. Given a peptide amino acid sequence and an MHC pseudo amino acid sequence, predict their binding affinity value. This is MHC class II binding data. (1) The peptide sequence is NNALQNLARTISEAG. The MHC is HLA-DQA10501-DQB10201 with pseudo-sequence HLA-DQA10501-DQB10201. The binding affinity (normalized) is 0.115. (2) The peptide sequence is AAATAGTPVYGAFAA. The MHC is HLA-DQA10501-DQB10301 with pseudo-sequence HLA-DQA10501-DQB10301. The binding affinity (normalized) is 0.666. (3) The peptide sequence is VYMDAVFEYTIDCDG. The MHC is HLA-DQA10501-DQB10303 with pseudo-sequence HLA-DQA10501-DQB10303. The binding affinity (normalized) is 0. (4) The peptide sequence is LSPISNMVSMANNHV. The MHC is DRB1_0301 with pseudo-sequence DRB1_0301. The binding affinity (normalized) is 0.0666. (5) The peptide sequence is LQLIRLAASLQHYGL. The MHC is DRB1_0301 with pseudo-sequence DRB1_0301. The binding affinity (normalized) is 0.744. (6) The peptide sequence is LRKVKRVVASLMRGLHHHHHH. The MHC is DRB1_0301 with pseudo-sequence DRB1_0301. The binding affinity (normalized) is 0.659.